The task is: Predict which catalyst facilitates the given reaction.. This data is from Catalyst prediction with 721,799 reactions and 888 catalyst types from USPTO. (1) Reactant: C[Si]([N-][Si](C)(C)C)(C)C.[Na+].[CH3:11][N:12]1[CH2:17][CH:16]=[C:15]([C:18]2[C:26]3[C:21](=[N:22][CH:23]=[CH:24][CH:25]=3)[NH:20][CH:19]=2)[CH2:14][CH2:13]1.[C:27]1([S:33](Cl)(=[O:35])=[O:34])[CH:32]=[CH:31][CH:30]=[CH:29][CH:28]=1. Product: [CH3:11][N:12]1[CH2:13][CH:14]=[C:15]([C:18]2[C:26]3[C:21](=[N:22][CH:23]=[CH:24][CH:25]=3)[N:20]([S:33]([C:27]3[CH:32]=[CH:31][CH:30]=[CH:29][CH:28]=3)(=[O:35])=[O:34])[CH:19]=2)[CH2:16][CH2:17]1. The catalyst class is: 1. (2) Reactant: [Cl:1][C:2]1[CH:11]=[CH:10][CH:9]=[C:8]2[C:3]=1[C:4]([OH:25])=[C:5]([C:14]([N:16]([CH2:23][CH3:24])[C:17]1[CH:22]=[CH:21][CH:20]=[CH:19][CH:18]=1)=[O:15])[C:6](=[O:13])[N:7]2[CH3:12].[OH-].[Na+:27]. Product: [Cl:1][C:2]1[CH:11]=[CH:10][CH:9]=[C:8]2[C:3]=1[C:4]([O-:25])=[C:5]([C:14](=[O:15])[N:16]([CH2:23][CH3:24])[C:17]1[CH:18]=[CH:19][CH:20]=[CH:21][CH:22]=1)[C:6](=[O:13])[N:7]2[CH3:12].[Na+:27]. The catalyst class is: 8. (3) Reactant: [Br:1][C:2]1[CH:10]=[C:9]2[C:5]([CH:6]=C(C(O)=O)N2)=C[CH:3]=1.[CH3:14][N:15]([CH:17]=O)[CH3:16].[C:19]([O-:22])([O-])=[O:20].[K+].[K+].[CH3:25]I. Product: [Br:1][C:2]1[CH:3]=[C:16]2[C:5]([CH:6]=[C:17]([C:19]([O:22][CH3:25])=[O:20])[N:15]2[CH3:14])=[CH:9][CH:10]=1. The catalyst class is: 6. (4) Reactant: CO.[O:3]1[C:8]2[CH:9]=[CH:10][C:11]([CH2:13][N:14]([CH:22]3[CH2:27][CH2:26][N:25]([CH2:28][CH2:29][N:30]4[C:39]5[C:34](=[CH:35][CH:36]=[C:37]([N:40]6[CH:44]=[CH:43][N:42]=[CH:41]6)[CH:38]=5)[C:33]([CH3:45])=[CH:32][C:31]4=[O:46])[CH2:24][CH2:23]3)C(=O)OC(C)(C)C)=[CH:12][C:7]=2[O:6][CH2:5][CH2:4]1.[ClH:47].C(OCC)(=O)C. Product: [ClH:47].[O:3]1[C:8]2[CH:9]=[CH:10][C:11]([CH2:13][NH:14][CH:22]3[CH2:27][CH2:26][N:25]([CH2:28][CH2:29][N:30]4[C:39]5[C:34](=[CH:35][CH:36]=[C:37]([N:40]6[CH:44]=[CH:43][N:42]=[CH:41]6)[CH:38]=5)[C:33]([CH3:45])=[CH:32][C:31]4=[O:46])[CH2:24][CH2:23]3)=[CH:12][C:7]=2[O:6][CH2:5][CH2:4]1. The catalyst class is: 13. (5) Reactant: C1(P(C2CCCCC2)C2C=CC=CC=2C2C(OC)=CC=CC=2OC)CCCCC1.[CH2:30]([O:37][C:38]([N:40]1[CH2:49][CH2:48][C:47]2[C:42](=[C:43](B3OC(C)(C)C(C)(C)O3)[CH:44]=[CH:45][C:46]=2[F:50])[CH2:41]1)=[O:39])[C:31]1[CH:36]=[CH:35][CH:34]=[CH:33][CH:32]=1.P([O-])([O-])([O-])=O.[K+].[K+].[K+].[CH3:68][O:69][C:70](=[O:83])[CH:71]([O:73][C:74]1[CH:79]=[CH:78][C:77](Br)=[C:76]([O:81][CH3:82])[CH:75]=1)[CH3:72]. Product: [CH2:30]([O:37][C:38]([N:40]1[CH2:49][CH2:48][C:47]2[C:42](=[C:43]([C:77]3[CH:78]=[CH:79][C:74]([O:73][CH:71]([C:70]([O:69][CH3:68])=[O:83])[CH3:72])=[CH:75][C:76]=3[O:81][CH3:82])[CH:44]=[CH:45][C:46]=2[F:50])[CH2:41]1)=[O:39])[C:31]1[CH:36]=[CH:35][CH:34]=[CH:33][CH:32]=1. The catalyst class is: 498. (6) Reactant: [Si]([O:8][C@H:9]([C:34]1[CH:45]=[CH:44][C:37]2[O:38][C:39]([CH3:43])([CH3:42])[O:40][CH2:41][C:36]=2[CH:35]=1)[CH2:10][NH:11][C@H:12]([CH3:33])[CH2:13][C:14]1[CH:19]=[CH:18][CH:17]=[C:16]([C:20]23[CH2:29][CH:24]4[CH2:25][CH:26]([CH2:28][CH:22]([CH2:23]4)[CH2:21]2)[CH2:27]3)[C:15]=1[O:30][CH2:31][CH3:32])(C(C)(C)C)(C)C.O.O.O.[F-].C([N+](CCCC)(CCCC)CCCC)CCC. Product: [OH:8][CH:9]([C:34]1[CH:45]=[CH:44][C:37]2[O:38][C:39]([CH3:43])([CH3:42])[O:40][CH2:41][C:36]=2[CH:35]=1)[CH2:10][NH:11][CH:12]([CH3:33])[CH2:13][C:14]1[CH:19]=[CH:18][CH:17]=[C:16]([C:20]23[CH2:27][CH:26]4[CH2:25][CH:24]([CH2:23][CH:22]([CH2:28]4)[CH2:21]2)[CH2:29]3)[C:15]=1[O:30][CH2:31][CH3:32]. The catalyst class is: 1.